From a dataset of Catalyst prediction with 721,799 reactions and 888 catalyst types from USPTO. Predict which catalyst facilitates the given reaction. (1) Reactant: P(Cl)(Cl)(Cl)(Cl)[Cl:2].[N+:7]([C:10]1[O:14][C:13]([CH:15]=[CH:16][C:17]2[NH:26][C:25](=O)[C:24]3[C:19](=[CH:20][CH:21]=[CH:22][CH:23]=3)[N:18]=2)=[CH:12][CH:11]=1)([O-:9])=[O:8]. Product: [N+:7]([C:10]1[O:14][C:13]([CH:15]=[CH:16][C:17]2[N:26]=[C:25]([Cl:2])[C:24]3[C:19](=[CH:20][CH:21]=[CH:22][CH:23]=3)[N:18]=2)=[CH:12][CH:11]=1)([O-:9])=[O:8]. The catalyst class is: 286. (2) Reactant: [OH:1][CH2:2][C:3]1[CH:8]=[CH:7][C:6]([OH:9])=[CH:5][CH:4]=1.C([O-])([O-])=O.[Cs+].[Cs+].[C:16]([O:20][C:21](=[O:27])[NH:22][CH2:23][CH2:24][CH2:25]Br)([CH3:19])([CH3:18])[CH3:17]. Product: [OH:1][CH2:2][C:3]1[CH:8]=[CH:7][C:6]([O:9][CH2:25][CH2:24][CH2:23][NH:22][C:21](=[O:27])[O:20][C:16]([CH3:19])([CH3:18])[CH3:17])=[CH:5][CH:4]=1. The catalyst class is: 735. (3) Reactant: [CH2:1]([NH:4][CH:5]1[CH2:13][CH2:12][C:8]2[N:9]=[CH:10][S:11][C:7]=2[CH2:6]1)[CH2:2][CH3:3].[O:14]=[C:15]([N:21]1[CH2:26][CH2:25][N:24]([C:27]2[CH:32]=[CH:31][CH:30]=[CH:29][CH:28]=2)[CH2:23][CH2:22]1)[CH2:16][CH2:17][CH2:18][CH:19]=O.C(O[BH-](OC(=O)C)OC(=O)C)(=O)C.[Na+]. Product: [C:27]1([N:24]2[CH2:25][CH2:26][N:21]([C:15](=[O:14])[CH2:16][CH2:17][CH2:18][CH2:19][N:4]([CH2:1][CH2:2][CH3:3])[CH:5]3[CH2:13][CH2:12][C:8]4[N:9]=[CH:10][S:11][C:7]=4[CH2:6]3)[CH2:22][CH2:23]2)[CH:32]=[CH:31][CH:30]=[CH:29][CH:28]=1. The catalyst class is: 26. (4) Reactant: Cl[C:2]1[CH:7]=[N:6][CH:5]=[C:4]([Cl:8])[N:3]=1.[CH2:9]1[C@@H:13]2[CH2:14][NH:15][CH2:16][C@@H:12]2[CH2:11][N:10]1[C:17]([O:19][C:20]([CH3:23])([CH3:22])[CH3:21])=[O:18].C(N(CC)C(C)C)(C)C. Product: [Cl:8][C:4]1[N:3]=[C:2]([N:15]2[CH2:14][C@@H:13]3[CH2:9][N:10]([C:17]([O:19][C:20]([CH3:23])([CH3:22])[CH3:21])=[O:18])[CH2:11][C@@H:12]3[CH2:16]2)[CH:7]=[N:6][CH:5]=1. The catalyst class is: 58. (5) Reactant: C([O:5][C:6](=[O:35])[CH2:7][O:8][C:9]1[C:18]2[CH2:17][CH2:16][CH2:15][C@@H:14]([N:19]([S:21]([C:24]3[CH:29]=[C:28]([C:30]([F:33])([F:32])[F:31])[CH:27]=[C:26]([F:34])[CH:25]=3)(=[O:23])=[O:22])[CH3:20])[C:13]=2[CH:12]=[CH:11][CH:10]=1)(C)(C)C.[OH-].[Na+]. Product: [F:34][C:26]1[CH:25]=[C:24]([S:21]([N:19]([CH3:20])[C@@H:14]2[CH2:15][CH2:16][CH2:17][C:18]3[C:9]([O:8][CH2:7][C:6]([OH:35])=[O:5])=[CH:10][CH:11]=[CH:12][C:13]2=3)(=[O:23])=[O:22])[CH:29]=[C:28]([C:30]([F:32])([F:33])[F:31])[CH:27]=1. The catalyst class is: 7. (6) Reactant: [F:1][C:2]([F:16])([F:15])[C:3]1[CH:4]=[C:5]([N:9]2[CH2:14][CH2:13][NH:12][CH2:11][CH2:10]2)[CH:6]=[CH:7][CH:8]=1.[CH3:17][C:18]1[CH:23]=[CH:22][C:21]([S:24](Cl)(=[O:26])=[O:25])=[CH:20][CH:19]=1.C(N(C(C)C)CC)(C)C. Product: [CH3:17][C:18]1[CH:23]=[CH:22][C:21]([S:24]([N:12]2[CH2:13][CH2:14][N:9]([C:5]3[CH:6]=[CH:7][CH:8]=[C:3]([C:2]([F:1])([F:15])[F:16])[CH:4]=3)[CH2:10][CH2:11]2)(=[O:26])=[O:25])=[CH:20][CH:19]=1. The catalyst class is: 4. (7) Reactant: [CH3:1][C:2]1[CH:7]=[CH:6][CH:5]=[CH:4][C:3]=1[N:8]1[CH:12]=[CH:11][C:10]([NH2:13])=[N:9]1.F[P-](F)(F)(F)(F)F.N1(OC(N(C)C)=[N+](C)C)C2N=CC=CC=2N=N1.C(N(C(C)C)CC)(C)C.[Br:47][C:48]1[CH:56]=[CH:55][CH:54]=[CH:53][C:49]=1[C:50](O)=[O:51]. Product: [Br:47][C:48]1[CH:56]=[CH:55][CH:54]=[CH:53][C:49]=1[C:50]([NH:13][C:10]1[CH:11]=[CH:12][N:8]([C:3]2[CH:4]=[CH:5][CH:6]=[CH:7][C:2]=2[CH3:1])[N:9]=1)=[O:51]. The catalyst class is: 9.